From a dataset of Full USPTO retrosynthesis dataset with 1.9M reactions from patents (1976-2016). Predict the reactants needed to synthesize the given product. (1) Given the product [CH2:1]([N:8]([C:48]([O:50][CH2:51][C:52]1[CH:53]=[CH:54][CH:55]=[CH:56][CH:57]=1)=[O:49])[CH2:9][CH2:10][N:11]1[C:16]2[CH:17]=[C:18]([C:25]([N:27]([CH:41]([CH3:42])[CH3:43])[C@@H:28]3[CH2:33][CH2:32][CH2:31][N:30]([C:34]([O:36][C:37]([CH3:40])([CH3:38])[CH3:39])=[O:35])[CH2:29]3)=[O:26])[C:19]([C:21]([F:24])([F:23])[F:22])=[CH:20][C:15]=2[O:14][C:13]([CH3:44])([CH2:45][O:46][S:66]([CH3:65])(=[O:68])=[O:67])[C:12]1=[O:47])[C:2]1[CH:7]=[CH:6][CH:5]=[CH:4][CH:3]=1, predict the reactants needed to synthesize it. The reactants are: [CH2:1]([N:8]([C:48]([O:50][CH2:51][C:52]1[CH:57]=[CH:56][CH:55]=[CH:54][CH:53]=1)=[O:49])[CH2:9][CH2:10][N:11]1[C:16]2[CH:17]=[C:18]([C:25]([N:27]([CH:41]([CH3:43])[CH3:42])[C@@H:28]3[CH2:33][CH2:32][CH2:31][N:30]([C:34]([O:36][C:37]([CH3:40])([CH3:39])[CH3:38])=[O:35])[CH2:29]3)=[O:26])[C:19]([C:21]([F:24])([F:23])[F:22])=[CH:20][C:15]=2[O:14][C:13]([CH2:45][OH:46])([CH3:44])[C:12]1=[O:47])[C:2]1[CH:7]=[CH:6][CH:5]=[CH:4][CH:3]=1.C(N(CC)CC)C.[CH3:65][S:66](Cl)(=[O:68])=[O:67].O. (2) Given the product [CH2:1]([CH:3]([NH:6][C:7]1[CH:12]=[C:11]([CH3:13])[N:10]=[C:9]2[N:14]([C:15]3[C:20]([CH3:21])=[CH:19][C:18]([CH3:22])=[CH:17][C:16]=3[CH3:23])[C:26]([NH2:27])=[N:24][C:8]=12)[CH2:4][CH3:5])[CH3:2], predict the reactants needed to synthesize it. The reactants are: [CH2:1]([CH:3]([NH:6][C:7]1[CH:12]=[C:11]([CH3:13])[N:10]=[C:9]([NH:14][C:15]2[C:20]([CH3:21])=[CH:19][C:18]([CH3:22])=[CH:17][C:16]=2[CH3:23])[C:8]=1[NH2:24])[CH2:4][CH3:5])[CH3:2].Br[C:26]#[N:27].